From a dataset of Full USPTO retrosynthesis dataset with 1.9M reactions from patents (1976-2016). Predict the reactants needed to synthesize the given product. (1) Given the product [OH:28][P:17]([NH:16][C:14]([N:12]([CH2:8][C:9]([OH:11])=[O:10])[CH3:13])=[NH:15])([O:19][CH2:20][O:21][C:22]([CH2:24][CH2:25][CH2:26][CH3:27])=[O:23])=[O:18], predict the reactants needed to synthesize it. The reactants are: C([CH:8]([N:12]([C:14]([NH:16][P:17]([O:28]CC1C=CC=CC=1)([O:19][CH2:20][O:21][C:22]([CH2:24][CH2:25][CH2:26][CH3:27])=[O:23])=[O:18])=[NH:15])[CH3:13])[C:9]([O-:11])=[O:10])C1C=CC=CC=1. (2) Given the product [F:12][C:3]1[C:2]([C:18]2[CH:23]=[CH:22][CH:21]=[CH:20][N:19]=2)=[CH:11][CH:10]=[CH:9][C:4]=1[C:5]([OH:7])=[O:6].[F:12][C:3]1[C:2]([C:18]2[CH:23]=[CH:22][CH:21]=[CH:20][N:19]=2)=[CH:11][CH:10]=[CH:9][C:4]=1[C:5]([O:7][CH3:8])=[O:6], predict the reactants needed to synthesize it. The reactants are: Br[C:2]1[C:3]([F:12])=[C:4]([CH:9]=[CH:10][CH:11]=1)[C:5]([O:7][CH3:8])=[O:6].C([Sn](CCCC)(CCCC)[C:18]1[CH:23]=[CH:22][CH:21]=[CH:20][N:19]=1)CCC.C(O)(C(F)(F)F)=O. (3) Given the product [CH2:8]([N:4]([CH3:5])[C:63]([C:62]1[CH:61]=[C:60]([N:50]2[C:51]3[N:58]=[CH:57][C:56]([F:59])=[CH:55][C:52]=3[C:53](=[O:54])[N:48]([C@@H:45]3[CH2:46][CH2:47][C@H:42]([NH:41][C:39](=[O:40])[O:38][C:34]([CH3:35])([CH3:36])[CH3:37])[CH2:43][CH2:44]3)[C:49]2=[O:69])[CH:68]=[CH:67][CH:66]=1)=[O:65])[C:9]1[CH:23]=[CH:22][CH:21]=[CH:20][CH:19]=1, predict the reactants needed to synthesize it. The reactants are: C([N:4]([CH2:8][CH3:9])[CH:5](C)C)(C)C.CN(C(ON1N=N[C:20]2[CH:21]=[CH:22][CH:23]=N[C:19]1=2)=[N+](C)C)C.F[P-](F)(F)(F)(F)F.[C:34]([O:38][C:39]([NH:41][C@@H:42]1[CH2:47][CH2:46][C@H:45]([N:48]2[C:53](=[O:54])[C:52]3[CH:55]=[C:56]([F:59])[CH:57]=[N:58][C:51]=3[N:50]([C:60]3[CH:61]=[C:62]([CH:66]=[CH:67][CH:68]=3)[C:63]([OH:65])=O)[C:49]2=[O:69])[CH2:44][CH2:43]1)=[O:40])([CH3:37])([CH3:36])[CH3:35].C(CN)C1C=CC=CC=1. (4) Given the product [NH2:8][C:6]1[CH:7]=[C:2]([F:1])[C:3]([N:12]2[CH:16]=[CH:15][C:14]([NH:17][C:18]([C:20]3[CH:28]=[CH:27][CH:26]=[CH:25][C:21]=3[C:22]([OH:24])=[O:23])=[O:19])=[N:13]2)=[C:4]([F:11])[CH:5]=1, predict the reactants needed to synthesize it. The reactants are: [F:1][C:2]1[CH:7]=[C:6]([N+:8]([O-])=O)[CH:5]=[C:4]([F:11])[C:3]=1[N:12]1[CH:16]=[CH:15][C:14]([NH:17][C:18]([C:20]2[CH:28]=[CH:27][CH:26]=[CH:25][C:21]=2[C:22]([OH:24])=[O:23])=[O:19])=[N:13]1. (5) Given the product [C:17]([O:16][C:14]([NH:12][N:13]=[C:8]1[CH2:9][CH2:10][CH:5]([C:1]([CH3:4])([CH3:3])[CH3:2])[CH2:6][CH2:7]1)=[O:15])([CH3:20])([CH3:19])[CH3:18], predict the reactants needed to synthesize it. The reactants are: [C:1]([CH:5]1[CH2:10][CH2:9][C:8](=O)[CH2:7][CH2:6]1)([CH3:4])([CH3:3])[CH3:2].[NH:12]([C:14]([O:16][C:17]([CH3:20])([CH3:19])[CH3:18])=[O:15])[NH2:13].[O-]S([O-])(=O)=O.[Mg+2].[O-]S([O-])(=O)=O.[Na+].[Na+]. (6) Given the product [Br:1][C:2]1[S:10][C:9]2[C:4](=[N:5][CH:6]=[C:7]([C:12]#[N:14])[C:8]=2[Cl:17])[CH:3]=1, predict the reactants needed to synthesize it. The reactants are: [Br:1][C:2]1[S:10][C:9]2[C:4](=[N:5][CH:6]=[C:7]([C:12]([NH2:14])=O)[C:8]=2O)[CH:3]=1.P(Cl)(Cl)([Cl:17])=O. (7) Given the product [C:1]([O:5][C:6](=[O:22])[NH:7][C:8]1[CH:13]=[C:12]([N:14]([CH2:16][CH2:17][O:18][CH3:19])[CH3:15])[C:11]([Cl:20])=[CH:10][C:9]=1[NH:21][C:28](=[O:27])[CH2:29][C:30]([C:32]1[CH:37]=[CH:36][CH:35]=[C:34]([C:38]2[O:42][N:41]=[C:40]([CH3:43])[CH:39]=2)[CH:33]=1)=[O:31])([CH3:4])([CH3:2])[CH3:3], predict the reactants needed to synthesize it. The reactants are: [C:1]([O:5][C:6](=[O:22])[NH:7][C:8]1[CH:13]=[C:12]([N:14]([CH2:16][CH2:17][O:18][CH3:19])[CH3:15])[C:11]([Cl:20])=[CH:10][C:9]=1[NH2:21])([CH3:4])([CH3:3])[CH3:2].C([O:27][C:28](=O)[CH2:29][C:30]([C:32]1[CH:37]=[CH:36][CH:35]=[C:34]([C:38]2[O:42][N:41]=[C:40]([CH3:43])[CH:39]=2)[CH:33]=1)=[O:31])(C)(C)C.